The task is: Predict the reaction yield, written as a fraction of the theoretical maximum amount of product (1.0 means a 100% yield; for example, 0.34 means a 34% yield).. This data is from Reaction yield outcomes from USPTO patents with 853,638 reactions. (1) The catalyst is C(Cl)Cl. The reactants are [C:1]([C:4]1[CH:9]=[CH:8][C:7]([C:10]2[N:15]=[CH:14][C:13]([O:16][CH2:17][CH:18]3[CH2:23][CH2:22][N:21](C(OC(C)(C)C)=O)[CH2:20][CH2:19]3)=[CH:12][CH:11]=2)=[CH:6][CH:5]=1)(=[O:3])[CH3:2].[ClH:31]. The product is [ClH:31].[NH:21]1[CH2:22][CH2:23][CH:18]([CH2:17][O:16][C:13]2[CH:12]=[CH:11][C:10]([C:7]3[CH:6]=[CH:5][C:4]([C:1](=[O:3])[CH3:2])=[CH:9][CH:8]=3)=[N:15][CH:14]=2)[CH2:19][CH2:20]1. The yield is 0.980. (2) The reactants are [CH2:1]([O:3][C:4]([C:6]1[S:10][C:9]([C:11]2[CH:16]=[CH:15][C:14]([C:17]([F:20])([F:19])[F:18])=[CH:13][CH:12]=2)=[N:8][C:7]=1[CH3:21])=[O:5])[CH3:2].[Br:22]N1C(=O)CCC1=O.N(C(C)(C)C#N)=NC(C)(C)C#N.O. The catalyst is C(Cl)(Cl)Cl. The product is [CH2:1]([O:3][C:4]([C:6]1[S:10][C:9]([C:11]2[CH:16]=[CH:15][C:14]([C:17]([F:19])([F:20])[F:18])=[CH:13][CH:12]=2)=[N:8][C:7]=1[CH2:21][Br:22])=[O:5])[CH3:2]. The yield is 0.990. (3) The reactants are [N+:1]([C:4]1[CH:33]=[CH:32][CH:31]=[CH:30][C:5]=1[O:6][CH:7]1[CH2:12][CH2:11][N:10]([C:13](=[O:29])[CH2:14][NH:15][C:16]([C:18]2[CH:22]=[C:21]([C:23]3[CH:28]=[CH:27][CH:26]=[CH:25][CH:24]=3)[NH:20][N:19]=2)=[O:17])[CH2:9][CH2:8]1)([O-])=O. The catalyst is CO.C1COCC1.[Pd]. The product is [NH2:1][C:4]1[CH:33]=[CH:32][CH:31]=[CH:30][C:5]=1[O:6][CH:7]1[CH2:8][CH2:9][N:10]([C:13](=[O:29])[CH2:14][NH:15][C:16]([C:18]2[CH:22]=[C:21]([C:23]3[CH:24]=[CH:25][CH:26]=[CH:27][CH:28]=3)[NH:20][N:19]=2)=[O:17])[CH2:11][CH2:12]1. The yield is 0.390. (4) The reactants are [C:1]([N:4]1[C:13]2[C:8](=[CH:9][C:10](C(O)=O)=[CH:11][CH:12]=2)[C@H:7]([NH:17][C:18]([O:20][CH:21]([CH3:23])[CH3:22])=[O:19])[CH2:6][C@@H:5]1[CH3:24])(=[O:3])[CH3:2].CN(C([O:32][N:33]1N=N[C:35]2[CH:36]=C[CH:38]=[N:39][C:34]1=2)=[N+](C)C)C.F[P-](F)(F)(F)(F)F.CCN(C(C)C)C(C)C.ONC(=N)C[NH:62][C:63](=[O:69])[O:64][C:65]([CH3:68])([CH3:67])[CH3:66]. The catalyst is CN(C)C=O. The product is [C:1]([N:4]1[C:13]2[C:8](=[CH:9][C:10]([C:38]3[O:32][N:33]=[C:34]([CH2:35][CH2:36][NH:62][C:63]([O:64][C:65]([CH3:68])([CH3:67])[CH3:66])=[O:69])[N:39]=3)=[CH:11][CH:12]=2)[C@H:7]([NH:17][C:18](=[O:19])[O:20][CH:21]([CH3:23])[CH3:22])[CH2:6][C@@H:5]1[CH3:24])(=[O:3])[CH3:2]. The yield is 0.399. (5) The reactants are [OH:1][CH2:2][CH2:3][O:4][C:5]1[CH:6]=[C:7]2[C:12](=[CH:13][CH:14]=1)[N:11]=[C:10]([CH2:15][CH:16]([CH3:18])[CH3:17])[C:9]([C:19]#[N:20])=[C:8]2[C:21]1[CH:26]=[CH:25][C:24]([CH3:27])=[CH:23][CH:22]=1.[H-].[Na+].Br[CH2:31][C:32]([O:34][C:35]([CH3:38])([CH3:37])[CH3:36])=[O:33].O. The product is [C:19]([C:9]1[C:10]([CH2:15][CH:16]([CH3:18])[CH3:17])=[N:11][C:12]2[C:7]([C:8]=1[C:21]1[CH:26]=[CH:25][C:24]([CH3:27])=[CH:23][CH:22]=1)=[CH:6][C:5]([O:4][CH2:3][CH2:2][O:1][CH2:31][C:32]([O:34][C:35]([CH3:38])([CH3:37])[CH3:36])=[O:33])=[CH:14][CH:13]=2)#[N:20]. The yield is 0.690. The catalyst is CN(C)C=O. (6) The reactants are [F:1][C:2]([F:7])([F:6])[C:3]([OH:5])=[O:4].[Cl:8][C:9]1[CH:14]=[CH:13][C:12]([CH2:15][NH:16][C:17]([C:19]2[NH:20][C:21]3[C:26]([CH:27]=2)=[CH:25][C:24]([NH:28][C:29]([C@@H:31]2[CH2:35][CH2:34][CH2:33][N:32]2C(OC(C)(C)C)=O)=[O:30])=[CH:23][CH:22]=3)=[O:18])=[C:11]([F:43])[C:10]=1[O:44][C:45]1[CH:50]=[C:49]([C:51]#[N:52])[CH:48]=[C:47]([Cl:53])[CH:46]=1. The catalyst is ClCCl. The product is [F:1][C:2]([F:7])([F:6])[C:3]([OH:5])=[O:4].[Cl:8][C:9]1[CH:14]=[CH:13][C:12]([CH2:15][NH:16][C:17]([C:19]2[NH:20][C:21]3[C:26]([CH:27]=2)=[CH:25][C:24]([NH:28][C:29](=[O:30])[C@@H:31]2[CH2:35][CH2:34][CH2:33][NH:32]2)=[CH:23][CH:22]=3)=[O:18])=[C:11]([F:43])[C:10]=1[O:44][C:45]1[CH:50]=[C:49]([C:51]#[N:52])[CH:48]=[C:47]([Cl:53])[CH:46]=1. The yield is 0.980. (7) The reactants are [Cl:1][C:2]1[C:7]([OH:8])=[CH:6][CH:5]=[C:4]([Cl:9])[N:3]=1.[C:10]([O-])([O-])=O.[K+].[K+].CI. The product is [Cl:1][C:2]1[C:7]([O:8][CH3:10])=[CH:6][CH:5]=[C:4]([Cl:9])[N:3]=1. The catalyst is CN(C=O)C.O. The yield is 0.960.